From a dataset of Full USPTO retrosynthesis dataset with 1.9M reactions from patents (1976-2016). Predict the reactants needed to synthesize the given product. The reactants are: [C:1](=[O:12])(OC(Cl)(Cl)Cl)OC(Cl)(Cl)Cl.[NH2:13][C:14]1[C:41]([F:42])=[CH:40][C:17]([C:18]([N:20]2[CH2:25][CH2:24][N:23]([CH2:26][C:27]3[CH:28]=[C:29]([CH:37]=[CH:38][CH:39]=3)[C:30]([NH:32][C:33]([CH3:36])([CH3:35])[CH3:34])=[O:31])[CH2:22][CH2:21]2)=[O:19])=[CH:16][C:15]=1[F:43].[CH:44]1([CH2:47][NH2:48])[CH2:46][CH2:45]1.C(N(C(C)C)C(C)C)C. Given the product [C:33]([NH:32][C:30](=[O:31])[C:29]1[CH:37]=[CH:38][CH:39]=[C:27]([CH2:26][N:23]2[CH2:22][CH2:21][N:20]([C:18](=[O:19])[C:17]3[CH:40]=[C:41]([F:42])[C:14]([NH:13][C:1]([NH:48][CH2:47][CH:44]4[CH2:46][CH2:45]4)=[O:12])=[C:15]([F:43])[CH:16]=3)[CH2:25][CH2:24]2)[CH:28]=1)([CH3:36])([CH3:35])[CH3:34], predict the reactants needed to synthesize it.